Dataset: Full USPTO retrosynthesis dataset with 1.9M reactions from patents (1976-2016). Task: Predict the reactants needed to synthesize the given product. (1) Given the product [Cl:1][C:2]1[CH:3]=[C:4]([NH:15][C:16]2[C:21]([C:22]#[N:23])=[CH:20][N:19]=[C:18]3[CH:24]=[C:25](/[CH:31]=[CH:30]/[CH2:29][CH2:28][N:32]4[CH2:33][CH2:34][N:35]([CH3:38])[CH2:36][CH2:37]4)[S:26][C:17]=23)[CH:5]=[CH:6][C:7]=1[S:8][C:9]1[N:10]([CH3:14])[CH:11]=[CH:12][N:13]=1, predict the reactants needed to synthesize it. The reactants are: [Cl:1][C:2]1[CH:3]=[C:4]([NH:15][C:16]2[C:21]([C:22]#[N:23])=[CH:20][N:19]=[C:18]3[CH:24]=[C:25](I)[S:26][C:17]=23)[CH:5]=[CH:6][C:7]=1[S:8][C:9]1[N:10]([CH3:14])[CH:11]=[CH:12][N:13]=1.[CH2:28]([N:32]1[CH2:37][CH2:36][N:35]([CH3:38])[CH2:34][CH2:33]1)[CH2:29][C:30]#[CH:31].CC1(C)C(C)(C)OBO1. (2) Given the product [C:1]1([C:7]2[CH:11]=[CH:10][NH:9][C:8]=2[C:19]([NH:24][NH2:25])=[O:21])[CH:6]=[CH:5][CH:4]=[CH:3][CH:2]=1, predict the reactants needed to synthesize it. The reactants are: [C:1]1([C:7]2[CH:11]=[CH:10][N:9](C(OC(C)(C)C)=O)[C:8]=2[C:19]([O:21]C)=O)[CH:6]=[CH:5][CH:4]=[CH:3][CH:2]=1.O.[NH2:24][NH2:25]. (3) Given the product [CH:15]1([CH2:20][NH:21][S:2]([C:5]2[CH:14]=[CH:13][C:8]([C:9]([O:11][CH3:12])=[O:10])=[CH:7][CH:6]=2)(=[O:4])=[O:3])[CH2:19][CH2:18][CH2:17][CH2:16]1, predict the reactants needed to synthesize it. The reactants are: Cl[S:2]([C:5]1[CH:14]=[CH:13][C:8]([C:9]([O:11][CH3:12])=[O:10])=[CH:7][CH:6]=1)(=[O:4])=[O:3].[CH:15]1([CH2:20][NH2:21])[CH2:19][CH2:18][CH2:17][CH2:16]1. (4) Given the product [Br:1][C:2]1[CH:11]=[CH:10][CH:9]=[C:8]2[C:3]=1[CH:4]=[C:5]([N:18]1[CH2:19][CH2:20][N:15]([CH3:14])[CH2:16][CH2:17]1)[NH:6][C:7]2=[O:12], predict the reactants needed to synthesize it. The reactants are: [Br:1][C:2]1[CH:11]=[CH:10][CH:9]=[C:8]2[C:3]=1[CH:4]=[C:5](Cl)[NH:6][C:7]2=[O:12].[CH3:14][N:15]1[CH2:20][CH2:19][NH:18][CH2:17][CH2:16]1. (5) Given the product [CH3:1][N:2]1[CH2:7][CH2:6][N:5]([CH2:8][CH2:9][N:10]2[C:14]3[CH2:15][CH2:16][C:17]4[C:18]5[C:19]([OH:26])=[N:20][CH:21]=[N:22][C:23]=5[S:24][C:25]=4[C:13]=3[CH:12]=[N:11]2)[CH2:4][CH2:3]1, predict the reactants needed to synthesize it. The reactants are: [CH3:1][N:2]1[CH2:7][CH2:6][N:5]([CH2:8][CH2:9][N:10]2[C:14]3[CH2:15][CH2:16][C:17]4[C:18]5[C:23]([S:24][C:25]=4[C:13]=3[CH:12]=[N:11]2)=[N:22][CH:21]=[N:20][C:19]=5[O:26]CCC2C=CC([N+]([O-])=O)=CC=2)[CH2:4][CH2:3]1.CC(C)([O-])C.[K+].